From a dataset of Catalyst prediction with 721,799 reactions and 888 catalyst types from USPTO. Predict which catalyst facilitates the given reaction. (1) The catalyst class is: 1. Product: [I:17][C:14]1[CH:15]=[C:16]2[C:11](=[CH:12][CH:13]=1)[N:10]=[CH:9][C:8]([C:18]#[N:19])=[C:7]2[O:4][CH2:3][CH:2]([CH3:5])[CH3:1]. Reactant: [CH3:1][CH:2]([CH3:5])[CH2:3][OH:4].Cl[C:7]1[C:16]2[C:11](=[CH:12][CH:13]=[C:14]([I:17])[CH:15]=2)[N:10]=[CH:9][C:8]=1[C:18]#[N:19].[H-].[K+]. (2) Reactant: [C:1]([C:5]1[CH:10]=[CH:9][C:8]([C:11]2[S:15][CH:14]=[C:13]([C:16](=[N:18][NH:19][C:20]([C:22]3[CH:31]=[CH:30][C:25]([C:26]([O:28]C)=[O:27])=[CH:24][CH:23]=3)=[O:21])[CH3:17])[C:12]=2[OH:32])=[CH:7][CH:6]=1)([CH3:4])([CH3:3])[CH3:2].[OH-].[Na+].Cl. Product: [C:1]([C:5]1[CH:10]=[CH:9][C:8]([C:11]2[S:15][CH:14]=[C:13]([C:16](=[N:18][NH:19][C:20]([C:22]3[CH:23]=[CH:24][C:25]([C:26]([OH:28])=[O:27])=[CH:30][CH:31]=3)=[O:21])[CH3:17])[C:12]=2[OH:32])=[CH:7][CH:6]=1)([CH3:2])([CH3:3])[CH3:4]. The catalyst class is: 5. (3) Reactant: NC1C=CC(N(CCC2C=CC=CN=2)C(=O)OC(C)(C)C)=CC=1.C([C:27]1[CH:32]=[CH:31][C:30]([C:33]2[C:34](C(O)=O)=[CH:35][CH:36]=[CH:37][CH:38]=2)=[CH:29][CH:28]=1)(=O)C.C1C=CC2N(O)N=NC=2C=1.CCN=C=NCCCN(C)C.Cl. The catalyst class is: 289. Product: [C:30]1([C:33]2[CH:38]=[CH:37][CH:36]=[CH:35][CH:34]=2)[CH:31]=[CH:32][CH:27]=[CH:28][CH:29]=1. (4) Reactant: [N:1]1[C:6]2[NH:7][CH:8]=[CH:9][C:5]=2[CH:4]=[C:3]([CH2:10][CH2:11][CH2:12][CH2:13][N:14]2[CH:18]=[C:17]([C:19]([O:21]C)=[O:20])[N:16]=[N:15]2)[N:2]=1.[Li+].[OH-]. Product: [N:1]1[C:6]2[NH:7][CH:8]=[CH:9][C:5]=2[CH:4]=[C:3]([CH2:10][CH2:11][CH2:12][CH2:13][N:14]2[CH:18]=[C:17]([C:19]([OH:21])=[O:20])[N:16]=[N:15]2)[N:2]=1. The catalyst class is: 20. (5) Reactant: [CH2:1]=[CH:2][CH:3]=[CH2:4].[Cl:5][C:6]1[CH:16]=[C:15]([F:17])[CH:14]=[CH:13][C:7]=1[CH:8]=[CH:9][N+:10]([O-:12])=[O:11]. Product: [Cl:5][C:6]1[CH:16]=[C:15]([F:17])[CH:14]=[CH:13][C:7]=1[C@H:8]1[C@H:9]([N+:10]([O-:12])=[O:11])[CH2:4][CH:3]=[CH:2][CH2:1]1. The catalyst class is: 11. (6) Reactant: [CH:1]1([N:4]2[C:13]3[C:8](=[CH:9][C:10]([F:18])=[C:11](F)[C:12]=3[O:14][CH2:15][F:16])[C:7](=[O:19])[NH:6][C:5]2=[O:20])[CH2:3][CH2:2]1.[C:21]([O:25][C:26](=[O:35])[NH:27][C@H:28]([C@@H:30]1[CH2:34][CH2:33][NH:32][CH2:31]1)[CH3:29])([CH3:24])([CH3:23])[CH3:22].C(N(CC)CC)C.CS(C)=O. The catalyst class is: 13. Product: [C:21]([O:25][C:26](=[O:35])[NH:27][C@H:28]([C@@H:30]1[CH2:34][CH2:33][N:32]([C:11]2[C:12]([O:14][CH2:15][F:16])=[C:13]3[C:8]([C:7](=[O:19])[NH:6][C:5](=[O:20])[N:4]3[CH:1]3[CH2:3][CH2:2]3)=[CH:9][C:10]=2[F:18])[CH2:31]1)[CH3:29])([CH3:22])([CH3:23])[CH3:24]. (7) Reactant: [Cl:1][C:2]1[C:3]([NH:21][NH:22][C:23](=O)[CH2:24][C:25]([F:28])([F:27])[F:26])=[N:4][CH:5]=[N:6][C:7]=1[N:8]1[CH2:13][CH2:12][CH:11]([C:14]2[CH:19]=[CH:18][C:17]([F:20])=[CH:16][CH:15]=2)[CH2:10][CH2:9]1.C1(P(C2C=CC=CC=2)C2C=CC=CC=2)C=CC=CC=1.N([Si](C)(C)C)=[N+]=[N-].CCOC(/N=N/C(OCC)=O)=O.C1(C)C=CC=CC=1. Product: [Cl:1][C:2]1[C:3]2[N:4]([C:23]([CH2:24][C:25]([F:28])([F:27])[F:26])=[N:22][N:21]=2)[CH:5]=[N:6][C:7]=1[N:8]1[CH2:13][CH2:12][CH:11]([C:14]2[CH:19]=[CH:18][C:17]([F:20])=[CH:16][CH:15]=2)[CH2:10][CH2:9]1. The catalyst class is: 2. (8) Reactant: C([CH:8]([CH2:24][CH2:25][NH:26][CH2:27][CH2:28][CH2:29][CH2:30][NH:31][CH2:32][CH2:33][CH2:34][NH2:35])[N:9](C(OC(C)(C)C)=O)C(OC(C)(C)C)=O)(OC(C)(C)C)=O.N(CCCI)=[N+]=[N-]. Product: [NH2:35][CH2:34][CH2:33][CH2:32][NH:31][CH2:30][CH2:29][CH2:28][CH2:27][NH:26][CH2:25][CH2:24][CH2:8][NH2:9]. The catalyst class is: 45.